This data is from Forward reaction prediction with 1.9M reactions from USPTO patents (1976-2016). The task is: Predict the product of the given reaction. Given the reactants CC1(C)C(C)(C)OB([C:9]2[CH:14]=[CH:13][CH:12]=[CH:11][C:10]=2[NH:15][S:16]([CH2:19][CH3:20])(=[O:18])=[O:17])O1.Br[C:23]1[CH:28]=[CH:27][C:26]([C:29]2[N:30]=[C:31]3[CH:37]=[CH:36][NH:35][C:32]3=[N:33][CH:34]=2)=[C:25]([F:38])[CH:24]=1, predict the reaction product. The product is: [F:38][C:25]1[CH:24]=[C:23]([C:9]2[CH:14]=[CH:13][CH:12]=[CH:11][C:10]=2[NH:15][S:16]([CH2:19][CH3:20])(=[O:17])=[O:18])[CH:28]=[CH:27][C:26]=1[C:29]1[N:30]=[C:31]2[CH:37]=[CH:36][NH:35][C:32]2=[N:33][CH:34]=1.